Predict the reactants needed to synthesize the given product. From a dataset of Full USPTO retrosynthesis dataset with 1.9M reactions from patents (1976-2016). Given the product [C:1]([NH:5][S:6]([C:9]1([CH:14]=[O:15])[CH2:11][CH2:10]1)(=[O:8])=[O:7])([CH3:4])([CH3:2])[CH3:3], predict the reactants needed to synthesize it. The reactants are: [C:1]([NH:5][S:6]([CH:9]1[CH2:11][CH2:10]1)(=[O:8])=[O:7])([CH3:4])([CH3:3])[CH3:2].C1C[O:15][CH2:14]C1.C([Li])CCC.CN(C)C=O.